This data is from Catalyst prediction with 721,799 reactions and 888 catalyst types from USPTO. The task is: Predict which catalyst facilitates the given reaction. Reactant: [H-].[Na+].[Cl:3][C:4]1[CH:9]=[C:8]([NH2:10])[C:7]([I:11])=[CH:6][N:5]=1.Br[CH2:13][CH:14]1[CH2:19][CH2:18][N:17]([C:20]([O:22][C:23]([CH3:26])([CH3:25])[CH3:24])=[O:21])[CH2:16][CH2:15]1.O. Product: [Cl:3][C:4]1[CH:9]=[C:8]([NH:10][CH2:13][CH:14]2[CH2:19][CH2:18][N:17]([C:20]([O:22][C:23]([CH3:24])([CH3:26])[CH3:25])=[O:21])[CH2:16][CH2:15]2)[C:7]([I:11])=[CH:6][N:5]=1. The catalyst class is: 3.